This data is from Full USPTO retrosynthesis dataset with 1.9M reactions from patents (1976-2016). The task is: Predict the reactants needed to synthesize the given product. (1) Given the product [CH3:42][C:35]1[CH:34]=[C:33]([C:18]2[N:17]=[C:16]3[N:12]([CH2:11][C:7]4[CH:6]=[C:5]5[C:10](=[CH:9][CH:8]=4)[NH:1][C:2](=[O:45])[CH:3]=[CH:4]5)[N:13]=[N:14][C:15]3=[CH:20][CH:19]=2)[CH:41]=[CH:40][C:36]=1[C:37]([OH:39])=[O:38], predict the reactants needed to synthesize it. The reactants are: [N:1]1[C:10]2[C:5](=[CH:6][C:7]([CH2:11][N:12]3[C:16]4=[N:17][C:18](C5C=CC(C(O)=O)=CC=5)=[CH:19][CH:20]=[C:15]4[N:14]=[N:13]3)=[CH:8][CH:9]=2)[CH:4]=[CH:3][CH:2]=1.B([C:33]1[CH:41]=[CH:40][C:36]([C:37]([OH:39])=[O:38])=[C:35]([CH3:42])[CH:34]=1)(O)O.C([O-])(=[O:45])C.[K+].O1CCOCC1. (2) Given the product [CH3:1][C:2]1([CH3:12])[O:6][C:5](=[CH:7][C:8]([N:18]([CH2:17][C:16]2[CH:21]=[CH:22][C:23]([CH3:24])=[C:14]([F:13])[CH:15]=2)[O:19][CH3:20])=[O:9])[C:4](=[O:11])[O:3]1, predict the reactants needed to synthesize it. The reactants are: [CH3:1][C:2]1([CH3:12])[O:6][C:5](=[CH:7][C:8](Cl)=[O:9])[C:4](=[O:11])[O:3]1.[F:13][C:14]1[CH:15]=[C:16]([CH:21]=[CH:22][C:23]=1[CH3:24])[CH2:17][NH:18][O:19][CH3:20]. (3) Given the product [Cl:39][C:4]1[CH:3]=[C:2]([C:40]#[N:41])[C:10]2[S:9][CH:8]=[C:7]([CH:11]([C:32]3[CH:37]=[CH:36][C:35]([Cl:38])=[CH:34][CH:33]=3)[C@@H:12]([C:16]3[CH:31]=[CH:30][C:19]([C:20]([NH:22][CH2:23][CH2:24][C:25]([O:27][CH2:28][CH3:29])=[O:26])=[O:21])=[CH:18][CH:17]=3)[CH2:13][CH2:14][CH3:15])[C:6]=2[CH:5]=1, predict the reactants needed to synthesize it. The reactants are: Br[C:2]1[C:10]2[S:9][CH:8]=[C:7]([CH:11]([C:32]3[CH:37]=[CH:36][C:35]([Cl:38])=[CH:34][CH:33]=3)[C@@H:12]([C:16]3[CH:31]=[CH:30][C:19]([C:20]([NH:22][CH2:23][CH2:24][C:25]([O:27][CH2:28][CH3:29])=[O:26])=[O:21])=[CH:18][CH:17]=3)[CH2:13][CH2:14][CH3:15])[C:6]=2[CH:5]=[C:4]([Cl:39])[CH:3]=1.[CH3:40][N:41](C=O)C. (4) Given the product [NH2:12][C:8]1[CH:9]=[CH:10][CH:11]=[C:4]([O:19][CH:15]2[CH2:18][CH2:17][CH2:16]2)[C:5]=1[C:6]#[N:7], predict the reactants needed to synthesize it. The reactants are: [N+]([C:4]1[CH:11]=[CH:10][CH:9]=[C:8]([N+:12]([O-])=O)[C:5]=1[C:6]#[N:7])([O-])=O.[CH:15]1([OH:19])[CH2:18][CH2:17][CH2:16]1.